From a dataset of HIV replication inhibition screening data with 41,000+ compounds from the AIDS Antiviral Screen. Binary Classification. Given a drug SMILES string, predict its activity (active/inactive) in a high-throughput screening assay against a specified biological target. (1) The drug is CON(C)c1nc(Cl)nc(Cl)n1. The result is 0 (inactive). (2) The drug is Cc1ccc(C=NNc2cc(C)c3cccc(C)c3n2)s1. The result is 0 (inactive).